From a dataset of Forward reaction prediction with 1.9M reactions from USPTO patents (1976-2016). Predict the product of the given reaction. (1) Given the reactants Cl[C:2]1[C:7]([F:8])=[C:6]([Cl:9])[N:5]=[CH:4][N:3]=1.[CH2:10]([CH:12]1[CH2:18][CH2:17][CH2:16][CH2:15][CH2:14][NH:13]1)[CH3:11], predict the reaction product. The product is: [Cl:9][C:6]1[N:5]=[CH:4][N:3]=[C:2]([N:13]2[CH2:14][CH2:15][CH2:16][CH2:17][CH2:18][CH:12]2[CH2:10][CH3:11])[C:7]=1[F:8]. (2) Given the reactants [CH:1]1[C:6]2[CH2:7][CH2:8][CH2:9][CH2:10][CH2:11][C:5]=2[CH:4]=[CH:3][C:2]=1[CH2:12][NH2:13].[CH3:14][O:15][C:16]1[CH:17]=[C:18]([CH2:26][CH2:27][C:28](O)=[O:29])[CH:19]=[CH:20][C:21]=1[O:22][CH2:23][C:24]#[CH:25], predict the reaction product. The product is: [CH:1]1[C:6]2[CH2:7][CH2:8][CH2:9][CH2:10][CH2:11][C:5]=2[CH:4]=[CH:3][C:2]=1[CH2:12][NH:13][C:28](=[O:29])[CH2:27][CH2:26][C:18]1[CH:19]=[CH:20][C:21]([O:22][CH2:23][C:24]#[CH:25])=[C:16]([O:15][CH3:14])[CH:17]=1. (3) The product is: [CH2:1]([NH:8][C:9]1[CH:14]=[C:13]([NH:15][C:16]2[CH:21]=[CH:20][C:19]([N:22]3[CH2:27][CH2:26][CH:25]([CH2:28][CH2:29][C:39]#[N:40])[CH2:24][CH2:23]3)=[CH:18][CH:17]=2)[N:12]=[CH:11][C:10]=1[CH2:35][C:36]([NH2:38])=[O:37])[C:2]1[CH:7]=[CH:6][CH:5]=[CH:4][CH:3]=1. Given the reactants [CH2:1]([NH:8][C:9]1[CH:14]=[C:13]([NH:15][C:16]2[CH:21]=[CH:20][C:19]([N:22]3[CH2:27][CH2:26][CH:25]([CH2:28][CH2:29]OS(C)(=O)=O)[CH2:24][CH2:23]3)=[CH:18][CH:17]=2)[N:12]=[CH:11][C:10]=1[CH2:35][C:36]([NH2:38])=[O:37])[C:2]1[CH:7]=[CH:6][CH:5]=[CH:4][CH:3]=1.[C-:39]#[N:40].[Na+].[I-].[Na+], predict the reaction product. (4) The product is: [F:37][C:34]1[CH:33]=[CH:32][C:31]([N:28]2[C:23]3[CH:24]=[C:25]4[C@:20]([CH2:38][O:39][CH3:40])([CH2:21][C:22]=3[CH:30]=[N:29]2)[CH2:19][N:18]([S:15]([C:12]2[CH:11]=[CH:10][C:9]([N:5]3[CH2:6][CH2:7][C@@H:3]([F:2])[CH2:4]3)=[CH:14][CH:13]=2)(=[O:17])=[O:16])[CH2:27][CH2:26]4)=[CH:36][CH:35]=1. Given the reactants Cl.[F:2][C@@H:3]1[CH2:7][CH2:6][NH:5][CH2:4]1.Br[C:9]1[CH:14]=[CH:13][C:12]([S:15]([N:18]2[CH2:27][CH2:26][C:25]3[C@:20]([CH2:38][O:39][CH3:40])([CH2:21][C:22]4[CH:30]=[N:29][N:28]([C:31]5[CH:36]=[CH:35][C:34]([F:37])=[CH:33][CH:32]=5)[C:23]=4[CH:24]=3)[CH2:19]2)(=[O:17])=[O:16])=[CH:11][CH:10]=1, predict the reaction product.